This data is from Catalyst prediction with 721,799 reactions and 888 catalyst types from USPTO. The task is: Predict which catalyst facilitates the given reaction. (1) Reactant: CC1(C)[O:6][CH:5]([CH2:7][O:8][C:9]2[CH:10]=[CH:11][C:12]([CH3:35])=[C:13]([C:15]([C:17]3[CH:22]=[CH:21][C:20]([NH:23][C:24]4[CH:29]=[CH:28][C:27]([F:30])=[CH:26][C:25]=4[CH3:31])=[CH:19][C:18]=3[N+:32]([O-:34])=[O:33])=[O:16])[CH:14]=2)[CH2:4][O:3]1.Cl. Product: [OH:6][CH:5]([CH2:4][OH:3])[CH2:7][O:8][C:9]1[CH:10]=[CH:11][C:12]([CH3:35])=[C:13]([C:15]([C:17]2[CH:22]=[CH:21][C:20]([NH:23][C:24]3[CH:29]=[CH:28][C:27]([F:30])=[CH:26][C:25]=3[CH3:31])=[CH:19][C:18]=2[N+:32]([O-:34])=[O:33])=[O:16])[CH:14]=1. The catalyst class is: 1. (2) Reactant: [C:1]1([CH2:7][CH2:8][C:9](=[CH2:15])[C:10]([O:12]CC)=[O:11])[CH:6]=[CH:5][CH:4]=[CH:3][CH:2]=1.[OH-].[K+]. Product: [CH2:15]=[C:9]([CH2:8][CH2:7][C:1]1[CH:2]=[CH:3][CH:4]=[CH:5][CH:6]=1)[C:10]([OH:12])=[O:11]. The catalyst class is: 8. (3) Reactant: C1(C[O:8][C@H:9]2[CH2:14][CH2:13][CH2:12][CH2:11][C@@H:10]2[NH:15][CH:16]2[CH2:21][CH2:20][N:19]([C@H:22]3[CH2:26][CH2:25][N:24]([C:27]([O:29][C:30]([CH3:33])([CH3:32])[CH3:31])=[O:28])[CH2:23]3)[CH2:18][CH2:17]2)C=CC=CC=1.C([O-])=O.[NH4+]. Product: [OH:8][C@H:9]1[CH2:14][CH2:13][CH2:12][CH2:11][C@@H:10]1[NH:15][CH:16]1[CH2:21][CH2:20][N:19]([C@H:22]2[CH2:26][CH2:25][N:24]([C:27]([O:29][C:30]([CH3:33])([CH3:32])[CH3:31])=[O:28])[CH2:23]2)[CH2:18][CH2:17]1. The catalyst class is: 105. (4) Reactant: [NH2:1][CH:2]([C:4]1[CH:5]=[C:6]([C:21]([N:23]([CH3:25])[CH3:24])=[O:22])[CH:7]=[C:8]2[C:13]=1[O:12][C:11]([N:14]1[CH2:19][CH2:18][O:17][CH2:16][CH2:15]1)=[CH:10][C:9]2=[O:20])[CH3:3].C(=O)([O-])[O-].[Cs+].[Cs+].CC1(C)C2C=CC=C(P(C3C=CC=CC=3)C3C=CC=CC=3)C=2OC2C1=CC=CC=2P(C1C=CC=CC=1)C1C=CC=CC=1.Br[C:75]1[CH:80]=[C:79]([F:81])[CH:78]=[C:77]([Cl:82])[CH:76]=1. Product: [Cl:82][C:77]1[CH:76]=[C:75]([NH:1][CH:2]([C:4]2[CH:5]=[C:6]([C:21]([N:23]([CH3:24])[CH3:25])=[O:22])[CH:7]=[C:8]3[C:13]=2[O:12][C:11]([N:14]2[CH2:19][CH2:18][O:17][CH2:16][CH2:15]2)=[CH:10][C:9]3=[O:20])[CH3:3])[CH:80]=[C:79]([F:81])[CH:78]=1. The catalyst class is: 62. (5) Reactant: [OH:1][C:2]1[CH:3]=[C:4]([CH:7]=[CH:8][CH:9]=1)[CH:5]=[O:6].I[CH2:11][CH3:12].C(=O)([O-])[O-].[Cs+].[Cs+]. Product: [CH2:11]([O:1][C:2]1[CH:3]=[C:4]([CH:7]=[CH:8][CH:9]=1)[CH:5]=[O:6])[CH3:12]. The catalyst class is: 550.